This data is from Full USPTO retrosynthesis dataset with 1.9M reactions from patents (1976-2016). The task is: Predict the reactants needed to synthesize the given product. (1) Given the product [Br-:11].[NH3+:19][CH2:20][CH2:21][CH2:22][P+:23]([C:36]1[CH:41]=[CH:40][CH:39]=[CH:38][CH:37]=1)([C:24]1[CH:25]=[CH:26][CH:27]=[CH:28][CH:29]=1)[C:30]1[CH:35]=[CH:34][CH:33]=[CH:32][CH:31]=1.[Br-:11], predict the reactants needed to synthesize it. The reactants are: C([SiH](C(C)C)C(C)C)(C)C.[Br-:11].C(OC([NH:19][CH2:20][CH2:21][CH2:22][P+:23]([C:36]1[CH:41]=[CH:40][CH:39]=[CH:38][CH:37]=1)([C:30]1[CH:35]=[CH:34][CH:33]=[CH:32][CH:31]=1)[C:24]1[CH:29]=[CH:28][CH:27]=[CH:26][CH:25]=1)=O)(C)(C)C. (2) Given the product [Cl:1][C:2]1[CH:21]=[C:20]([Cl:22])[CH:19]=[CH:18][C:3]=1[CH2:4][N:5]1[C:9]([CH2:10][CH2:11][C:12]([O:14][CH2:15][CH3:16])=[O:13])=[CH:8][C:7]([O:17][CH2:26][CH2:25][O:24][CH3:23])=[N:6]1, predict the reactants needed to synthesize it. The reactants are: [Cl:1][C:2]1[CH:21]=[C:20]([Cl:22])[CH:19]=[CH:18][C:3]=1[CH2:4][N:5]1[C:9]([CH2:10][CH2:11][C:12]([O:14][CH2:15][CH3:16])=[O:13])=[CH:8][C:7]([OH:17])=[N:6]1.[CH3:23][O:24][CH2:25][CH2:26]O.C(P(CCCC)CCCC)CCC.N(C(N1CCCCC1)=O)=NC(N1CCCCC1)=O. (3) Given the product [OH:7][C@@H:3]1[CH2:4][CH2:5][CH2:6][C@H:1]([O:8][CH2:16][C:17]2[CH:26]=[CH:25][CH:24]=[C:23]([CH3:27])[C:18]=2[C:19]([O:21][CH3:22])=[O:20])[CH2:2]1, predict the reactants needed to synthesize it. The reactants are: [C@H:1]1([OH:8])[CH2:6][CH2:5][CH2:4][C@@H:3]([OH:7])[CH2:2]1.CC(C)([O-])C.[K+].Br[CH2:16][C:17]1[CH:26]=[CH:25][CH:24]=[C:23]([CH3:27])[C:18]=1[C:19]([O:21][CH3:22])=[O:20].O.